Dataset: Forward reaction prediction with 1.9M reactions from USPTO patents (1976-2016). Task: Predict the product of the given reaction. (1) Given the reactants [Cl:1][C:2]1[CH:11]=[CH:10][C:9]2[N:8]=[C:7]([N:12]3[CH2:17][CH2:16][CH2:15][C@H:14]([NH:18][CH2:19][CH2:20][O:21][Si](C(C)(C)C)(C)C)[CH2:13]3)[CH:6]=[CH:5][C:4]=2[C:3]=1[C:29]([NH:31][CH2:32][CH:33]1[CH2:38][CH2:37][CH2:36][CH2:35][CH2:34]1)=[O:30].Cl, predict the reaction product. The product is: [Cl:1][C:2]1[CH:11]=[CH:10][C:9]2[N:8]=[C:7]([N:12]3[CH2:17][CH2:16][CH2:15][C@H:14]([NH:18][CH2:19][CH2:20][OH:21])[CH2:13]3)[CH:6]=[CH:5][C:4]=2[C:3]=1[C:29]([NH:31][CH2:32][CH:33]1[CH2:34][CH2:35][CH2:36][CH2:37][CH2:38]1)=[O:30]. (2) Given the reactants C(O[C:5](=[O:7])[CH3:6])(=O)C.[Br:8][C:9]1[C:15]([Cl:16])=[CH:14][C:12]([NH2:13])=[C:11]([CH3:17])[CH:10]=1.C([O-])(=O)C.[K+].C1OCCOCCOCCOCCOCCOC1.[N:41](OC(C)(C)C)=O.C(=O)(O)[O-].[Na+], predict the reaction product. The product is: [C:5]([N:13]1[C:12]2[C:11](=[CH:10][C:9]([Br:8])=[C:15]([Cl:16])[CH:14]=2)[CH:17]=[N:41]1)(=[O:7])[CH3:6]. (3) Given the reactants [CH2:1]([O:8][C:9]([NH:11][C:12]([CH3:21])([CH2:16][C:17]([F:20])([F:19])[F:18])[C:13](O)=[O:14])=[O:10])[C:2]1[CH:7]=[CH:6][CH:5]=[CH:4][CH:3]=1.C(N(CC)CC)C.ClC(OCC)=O.[BH4-].[Na+], predict the reaction product. The product is: [F:18][C:17]([F:19])([F:20])[CH2:16][C:12]([NH:11][C:9](=[O:10])[O:8][CH2:1][C:2]1[CH:3]=[CH:4][CH:5]=[CH:6][CH:7]=1)([CH3:21])[CH2:13][OH:14]. (4) Given the reactants Br[CH2:2][C:3]1[C:8]([CH2:9]Br)=[C:7]([O:11][CH3:12])[CH:6]=[CH:5][C:4]=1[O:13][CH3:14].[C:15]([OH:19])(=[O:18])[CH:16]=[CH2:17], predict the reaction product. The product is: [CH3:14][O:13][C:4]1[CH:5]=[CH:6][C:7]([O:11][CH3:12])=[C:8]2[C:3]=1[CH2:2][CH2:17][CH:16]([C:15]([OH:19])=[O:18])[CH2:9]2. (5) Given the reactants [Cl:1][C:2]1[CH:7]=[CH:6][CH:5]=[CH:4][C:3]=1B(O)O.C([O-])([O-])=O.[Na+].[Na+].I[C:18]1[CH:23]=[CH:22][C:21]([S:24]([NH:27][CH2:28][C:29]2[CH:34]=[CH:33][N:32]=[CH:31][CH:30]=2)(=[O:26])=[O:25])=[CH:20][CH:19]=1, predict the reaction product. The product is: [N:32]1[CH:33]=[CH:34][C:29]([CH2:28][NH:27][S:24]([C:21]2[CH:20]=[CH:19][C:18]([C:3]3[CH:4]=[CH:5][CH:6]=[CH:7][C:2]=3[Cl:1])=[CH:23][CH:22]=2)(=[O:26])=[O:25])=[CH:30][CH:31]=1. (6) Given the reactants [C:1]([O:4][CH:5]1[C:6]([OH:39])([CH3:38])[CH2:7][CH2:8][CH:9]([OH:37])[CH2:10][C:11]([O:13][CH:14](/[C:19](/[CH3:36])=[CH:20]/[CH:21]=[CH:22]/[C:23]([OH:35])([CH3:34])[CH2:24][CH:25]2[O:33][CH:26]2[CH:27]([CH3:32])[CH:28]([OH:31])[CH2:29][CH3:30])[CH:15]([CH3:18])[CH:16]=[CH:17]1)=[O:12])(=[O:3])[CH3:2].C(N([CH2:45][CH3:46])CC)C.Cl[Si:48]([CH2:53][CH3:54])([CH2:51][CH3:52])[CH2:49][CH3:50], predict the reaction product. The product is: [C:1]([O:4][CH:5]1[C:6]([OH:39])([CH3:38])[CH2:7][CH2:8][CH:9]([O:37][Si:48]([CH2:45][CH3:46])([CH2:51][CH3:52])[CH2:49][CH3:50])[CH2:10][C:11]([O:13][CH:14](/[C:19](/[CH3:36])=[CH:20]/[CH:21]=[CH:22]/[C:23]([OH:35])([CH3:34])[CH2:24][CH:25]2[O:33][CH:26]2[CH:27]([CH3:32])[CH:28]([O:31][Si:48]([CH2:53][CH3:54])([CH2:51][CH3:52])[CH2:49][CH3:50])[CH2:29][CH3:30])[CH:15]([CH3:18])[CH:16]=[CH:17]1)=[O:12])(=[O:3])[CH3:2]. (7) Given the reactants [Li]CCCC.CN(C)S([N:11]1[CH2:15][NH:14][C:13]([CH:16]([CH3:18])[CH3:17])=[N:12]1)(=O)=O.CN([CH:23]=[O:24])C.[NH4+].[Cl-].Cl.C([O-])(O)=O.[Na+], predict the reaction product. The product is: [CH:16]([C:13]1[NH:14][C:15]([CH:23]=[O:24])=[N:11][N:12]=1)([CH3:18])[CH3:17]. (8) Given the reactants [CH2:1]([N:3]([CH2:11][C:12]1[CH:13]=[N:14][CH:15]=[C:16]([C:19]2[CH:20]=[C:21]3[C:25](=[CH:26][CH:27]=2)[N:24]([CH:28]2[CH2:33][CH2:32][CH2:31][CH2:30][O:29]2)[N:23]=[C:22]3[C:34]2[NH:35][C:36]([C:39]([NH:41][CH2:42][C:43]3[CH:44]=NC=CC=3)=[O:40])=[CH:37][N:38]=2)[C:17]=1[CH3:18])[C:4](=[O:10])[O:5][C:6]([CH3:9])([CH3:8])[CH3:7])[CH3:2].[C:49]([O:53]C(N(CC1C(C)=C(C2C=C3C(=CC=2)N(C2CCCCO2)N=C3C2NC(C(O)=O)=CN=2)C=NC=1)CC)=O)(C)([CH3:51])[CH3:50].CCN(CC)CC.C[C@H]1O[C@@H](C)CNC1.CN(C(ON1N=NC2C=CC=NC1=2)=[N+](C)C)C.F[P-](F)(F)(F)(F)F, predict the reaction product. The product is: [CH3:44][C@H:43]1[O:53][C@@H:49]([CH3:51])[CH2:50][N:41]([C:39]([C:36]2[NH:35][C:34]([C:22]3[C:21]4[C:25](=[CH:26][CH:27]=[C:19]([C:16]5[C:17]([CH3:18])=[C:12]([CH2:11][N:3]([CH2:1][CH3:2])[C:4](=[O:10])[O:5][C:6]([CH3:9])([CH3:8])[CH3:7])[CH:13]=[N:14][CH:15]=5)[CH:20]=4)[N:24]([CH:28]4[CH2:33][CH2:32][CH2:31][CH2:30][O:29]4)[N:23]=3)=[N:38][CH:37]=2)=[O:40])[CH2:42]1. (9) Given the reactants Br[C:2]1[CH:7]=[CH:6][CH:5]=[CH:4][C:3]=1[C:8]1[NH:12][C:11]([CH3:13])=[C:10]([C:14]([NH2:16])=[O:15])[CH:9]=1.[CH2:17]([C:24]1[CH:29]=[CH:28][C:27]([OH:30])=[CH:26][CH:25]=1)[C:18]1[CH:23]=[CH:22][CH:21]=[CH:20][CH:19]=1.N1C=CC=CC=1C(O)=O.P([O-])([O-])([O-])=O.[K+].[K+].[K+], predict the reaction product. The product is: [CH2:17]([C:24]1[CH:25]=[CH:26][C:27]([O:30][C:2]2[CH:7]=[CH:6][CH:5]=[CH:4][C:3]=2[C:8]2[NH:12][C:11]([CH3:13])=[C:10]([C:14]([NH2:16])=[O:15])[CH:9]=2)=[CH:28][CH:29]=1)[C:18]1[CH:19]=[CH:20][CH:21]=[CH:22][CH:23]=1.